Dataset: Catalyst prediction with 721,799 reactions and 888 catalyst types from USPTO. Task: Predict which catalyst facilitates the given reaction. (1) Reactant: O=C[C@@H]([C@H]([C@@H]([C@@H](CO)O)O)O)O.[CH2:13]([N:20]1[CH2:24][CH2:23][C:22](=O)[CH2:21]1)[C:14]1[CH:19]=[CH:18][CH:17]=[CH:16][CH:15]=1.[NH2:26][C@H](C([O-])=O)CCC([O-])=O.[Na+].[Na+].C1N=C(N)C2N=CN([C@@H]3O[C@H](COP(OP(OC[C@H]4O[C@@H](N5C=C(C(N)=O)CC=C5)[C@H](O)[C@@H]4O)(O)=O)(O)=O)[C@@H](O)[C@H]3O)C=2N=1.CC1N=CC(COP(O)(O)=O)=C(C=O)C=1O.P([O-])([O-])([O-])=O.[K+].[K+].[K+].[OH-].[Na+]. Product: [CH2:13]([N:20]1[CH2:24][CH2:23][CH:22]([NH2:26])[CH2:21]1)[C:14]1[CH:19]=[CH:18][CH:17]=[CH:16][CH:15]=1. The catalyst class is: 6. (2) Reactant: [NH2:1][C:2]1[N:7]=[C:6]([N:8]2[C@H:13]([CH3:14])[CH2:12][CH2:11][C@H:10]([C:15]([NH:17][CH2:18][CH:19]3[CH2:24][CH2:23][CH2:22][CH2:21][CH2:20]3)=[O:16])[CH2:9]2)[CH:5]=[C:4]([C:25]2[CH:30]=[CH:29][C:28]([C:31]#[N:32])=[C:27](F)[CH:26]=2)[N:3]=1.CCO.CCN(C(C)C)C(C)C.[NH2:46][NH2:47]. Product: [NH2:1][C:2]1[N:7]=[C:6]([N:8]2[C@H:13]([CH3:14])[CH2:12][CH2:11][C@H:10]([C:15]([NH:17][CH2:18][CH:19]3[CH2:24][CH2:23][CH2:22][CH2:21][CH2:20]3)=[O:16])[CH2:9]2)[CH:5]=[C:4]([C:25]2[CH:26]=[C:27]3[C:28]([C:31]([NH2:32])=[N:46][NH:47]3)=[CH:29][CH:30]=2)[N:3]=1. The catalyst class is: 72.